This data is from Full USPTO retrosynthesis dataset with 1.9M reactions from patents (1976-2016). The task is: Predict the reactants needed to synthesize the given product. (1) Given the product [O:12]1[C:5]2[CH:6]=[C:7]([CH2:10][OH:11])[N:8]=[CH:9][C:4]=2[O:3][CH2:22][CH2:21][CH2:20]1, predict the reactants needed to synthesize it. The reactants are: [Na].[Na].[OH:3][C:4]1[C:5](=[O:12])[CH:6]=[C:7]([CH2:10][OH:11])[NH:8][CH:9]=1.C(=O)([O-])[O-].[K+].[K+].Br[CH2:20][CH2:21][CH2:22]Cl.O. (2) Given the product [N:1]1([C:6]2[CH:13]=[CH:12][C:9](/[CH:10]=[CH:22]/[CH:23]=[O:24])=[CH:8][CH:7]=2)[CH:5]=[CH:4][N:3]=[N:2]1, predict the reactants needed to synthesize it. The reactants are: [N:1]1([C:6]2[CH:13]=[CH:12][C:9]([CH:10]=O)=[CH:8][CH:7]=2)[CH:5]=[CH:4][N:3]=[N:2]1.N1(C2C=C[C:22]([CH:23]=[O:24])=CC=2)C=CC=N1. (3) The reactants are: [Si:1]([O:8][CH2:9][CH2:10][C@H:11]1[C:16]2[CH:17]=[CH:18][C:19]([S:21]([NH2:24])(=[O:23])=[O:22])=[CH:20][C:15]=2[CH2:14][CH2:13][O:12]1)([C:4]([CH3:7])([CH3:6])[CH3:5])([CH3:3])[CH3:2].[CH3:25]N.N. Given the product [Si:1]([O:8][CH2:9][CH2:10][C@H:11]1[C:16]2[CH:17]=[CH:18][C:19]([S:21]([NH:24][CH3:25])(=[O:22])=[O:23])=[CH:20][C:15]=2[CH2:14][CH2:13][O:12]1)([C:4]([CH3:7])([CH3:5])[CH3:6])([CH3:3])[CH3:2], predict the reactants needed to synthesize it.